From a dataset of Forward reaction prediction with 1.9M reactions from USPTO patents (1976-2016). Predict the product of the given reaction. (1) Given the reactants Cl[CH2:2][C:3]1[CH:8]=[CH:7][C:6]([C:9]([F:12])([F:11])[F:10])=[CH:5][C:4]=1[N+:13]([O-:15])=[O:14].[CH3:16][N:17]1[CH2:22][CH2:21][NH:20][CH2:19][CH2:18]1.C([O-])(O)=O.[Na+], predict the reaction product. The product is: [CH3:16][N:17]1[CH2:22][CH2:21][N:20]([CH2:2][C:3]2[CH:8]=[CH:7][C:6]([C:9]([F:12])([F:11])[F:10])=[CH:5][C:4]=2[N+:13]([O-:15])=[O:14])[CH2:19][CH2:18]1. (2) Given the reactants [C:1]([NH:5][S:6]([C:9]1[C:10]([C:15]2[CH:20]=[CH:19][C:18]([C:21]3[CH:26]=[N:25][C:24]([N:27](S(C)(=O)=O)[S:28]([CH3:31])(=[O:30])=[O:29])=[CH:23][N:22]=3)=[C:17]([F:36])[CH:16]=2)=[CH:11][CH:12]=[CH:13][CH:14]=1)(=[O:8])=[O:7])([CH3:4])([CH3:3])[CH3:2].[OH-].[Na+], predict the reaction product. The product is: [C:1]([NH:5][S:6]([C:9]1[C:10]([C:15]2[CH:20]=[CH:19][C:18]([C:21]3[CH:26]=[N:25][C:24]([NH:27][S:28]([CH3:31])(=[O:30])=[O:29])=[CH:23][N:22]=3)=[C:17]([F:36])[CH:16]=2)=[CH:11][CH:12]=[CH:13][CH:14]=1)(=[O:7])=[O:8])([CH3:4])([CH3:3])[CH3:2]. (3) The product is: [CH2:35]=[CH:36][C:38]1[CH:47]=[CH:46][CH:45]=[CH:40][CH:39]=1.[CH2:78]=[CH:73][CH:74]=[CH2:75]. Given the reactants O.O.S([O-])[O-].C=O.[Na+].[Na+].C(N(CC([O-])=O)CC([O-])=O)CN(CC([O-])=O)CC([O-])=O.[Na+].[Na+].[Na+].[Na+].[K].[CH3:35][CH:36]([C:38]1[CH2:47][CH2:46][C@H:45]2[C:40](=CC[C@H]3[C@@](C(O)=O)(C)CCC[C@@]32C)[CH:39]=1)C.[Cl-].[K+].P([O-])([O-])([O-])=O.[K+].[K+].[K+].[OH-].[Na+].[OH-].[K+].[O-]O.[CH:73]12CC([C:78]1(C)C)C[CH2:75][CH:74]2C, predict the reaction product.